From a dataset of Forward reaction prediction with 1.9M reactions from USPTO patents (1976-2016). Predict the product of the given reaction. (1) Given the reactants [Cl:1][C:2]1[CH:3]=[C:4]([NH2:19])[CH:5]=[N:6][C:7]=1[O:8][C:9]1[CH:10]=[N:11][C:12]2[C:17]([CH:18]=1)=[CH:16][CH:15]=[CH:14][CH:13]=2.[CH3:20][O:21][C:22]1[CH:27]=[CH:26][C:25]([S:28](Cl)(=[O:30])=[O:29])=[CH:24][CH:23]=1, predict the reaction product. The product is: [Cl:1][C:2]1[CH:3]=[C:4]([NH:19][S:28]([C:25]2[CH:24]=[CH:23][C:22]([O:21][CH3:20])=[CH:27][CH:26]=2)(=[O:30])=[O:29])[CH:5]=[N:6][C:7]=1[O:8][C:9]1[CH:10]=[N:11][C:12]2[C:17]([CH:18]=1)=[CH:16][CH:15]=[CH:14][CH:13]=2. (2) Given the reactants [CH3:1][O:2][C:3](=[O:15])[C:4]1[C:5](=[C:10](I)[CH:11]=[CH:12][CH:13]=1)[C:6]([O:8][CH3:9])=[O:7].[CH:16]([C:19]1[CH:25]=[CH:24][C:22]([NH2:23])=[CH:21][CH:20]=1)([CH3:18])[CH3:17].C1C=CC(P(C2C(C3C(P(C4C=CC=CC=4)C4C=CC=CC=4)=CC=C4C=3C=CC=C4)=C3C(C=CC=C3)=CC=2)C2C=CC=CC=2)=CC=1.C(=O)([O-])[O-].[Cs+].[Cs+], predict the reaction product. The product is: [CH3:1][O:2][C:3](=[O:15])[C:4]1[C:5](=[C:10]([NH:23][C:22]2[CH:24]=[CH:25][C:19]([CH:16]([CH3:18])[CH3:17])=[CH:20][CH:21]=2)[CH:11]=[CH:12][CH:13]=1)[C:6]([O:8][CH3:9])=[O:7]. (3) Given the reactants Cl[C:2]1[CH:7]=[C:6]([C:8]2[N:9]=[C:10]([N:20]3[CH2:25][CH2:24][CH2:23][CH2:22][CH2:21]3)[C:11]3[C:17]([O:18][CH3:19])=[CH:16][N:15]=[CH:14][C:12]=3[N:13]=2)[CH:5]=[CH:4][N:3]=1.[NH2:26][C:27]1[CH:32]=[CH:31][CH:30]=[CH:29][CH:28]=1, predict the reaction product. The product is: [CH3:19][O:18][C:17]1[C:11]2[C:10]([N:20]3[CH2:25][CH2:24][CH2:23][CH2:22][CH2:21]3)=[N:9][C:8]([C:6]3[CH:5]=[CH:4][N:3]=[C:2]([NH:26][C:27]4[CH:32]=[CH:31][CH:30]=[CH:29][CH:28]=4)[CH:7]=3)=[N:13][C:12]=2[CH:14]=[N:15][CH:16]=1. (4) Given the reactants Cl.Cl.[F:3][C:4]1[CH:5]=[C:6]([CH2:11][N:12]2[CH2:17][CH2:16][CH:15]([NH2:18])[CH2:14][CH2:13]2)[CH:7]=[CH:8][C:9]=1[F:10].C(N(C(C)C)CC)(C)C.[Cl:28][CH2:29][C:30](Cl)=[O:31].O, predict the reaction product. The product is: [Cl:28][CH2:29][C:30]([NH:18][CH:15]1[CH2:16][CH2:17][N:12]([CH2:11][C:6]2[CH:7]=[CH:8][C:9]([F:10])=[C:4]([F:3])[CH:5]=2)[CH2:13][CH2:14]1)=[O:31]. (5) Given the reactants [NH2:1][C@H:2]1[CH2:7][CH2:6][CH2:5][CH2:4][C@H:3]1[NH:8][C:9](=[O:24])[C:10]1[C:15]([S:16][CH3:17])=[CH:14][C:13]([C:18]([F:21])([F:20])[F:19])=[CH:12][C:11]=1[O:22][CH3:23].[C:25]1(=O)[CH2:28][CH2:27][CH2:26]1, predict the reaction product. The product is: [CH:25]1([NH:1][C@H:2]2[CH2:7][CH2:6][CH2:5][CH2:4][C@H:3]2[NH:8][C:9](=[O:24])[C:10]2[C:15]([S:16][CH3:17])=[CH:14][C:13]([C:18]([F:20])([F:21])[F:19])=[CH:12][C:11]=2[O:22][CH3:23])[CH2:28][CH2:27][CH2:26]1. (6) Given the reactants I[C:2]1[N:3]=[CH:4][N:5]([C:7]2[N:12]=[C:11]([C:13]([F:16])([F:15])[F:14])[CH:10]=[C:9]([C:17]3[CH:22]=[CH:21][CH:20]=[C:19]([C:23]([F:26])([F:25])[F:24])[CH:18]=3)[N:8]=2)[CH:6]=1.[NH2:27][C:28]1[CH:33]=[CH:32][C:31](B2OC(C)(C)C(C)(C)O2)=[CH:30][N:29]=1, predict the reaction product. The product is: [F:14][C:13]([F:16])([F:15])[C:11]1[CH:10]=[C:9]([C:17]2[CH:22]=[CH:21][CH:20]=[C:19]([C:23]([F:26])([F:25])[F:24])[CH:18]=2)[N:8]=[C:7]([N:5]2[CH:6]=[C:2]([C:31]3[CH:32]=[CH:33][C:28]([NH2:27])=[N:29][CH:30]=3)[N:3]=[CH:4]2)[N:12]=1.